This data is from Forward reaction prediction with 1.9M reactions from USPTO patents (1976-2016). The task is: Predict the product of the given reaction. (1) The product is: [ClH:50].[CH3:1][C:2]1[C:3]([C:18]#[N:19])=[CH:4][C:5]2[NH:9][C:8](=[O:10])[N:7]([CH:11]3[CH2:12][CH2:13][N:14]([CH:23]4[CH2:24][CH2:25][O:20][CH2:21][CH2:22]4)[CH2:15][CH2:16]3)[C:6]=2[CH:17]=1. Given the reactants [CH3:1][C:2]1[C:3]([C:18]#[N:19])=[CH:4][C:5]2[NH:9][C:8](=[O:10])[N:7]([CH:11]3[CH2:16][CH2:15][NH:14][CH2:13][CH2:12]3)[C:6]=2[CH:17]=1.[O:20]1[CH2:25][CH2:24][C:23](=O)[CH2:22][CH2:21]1.C(N(CC)CC)C.C(O[BH-](OC(=O)C)OC(=O)C)(=O)C.[Na+].[OH-].[Na+].[ClH:50], predict the reaction product. (2) The product is: [ClH:13].[Cl:15][C:16]1[CH:21]=[C:20]([Cl:22])[CH:19]=[CH:18][C:17]=1[N:23]=[C:24]1[N:5]([CH2:1][CH:2]([CH3:4])[CH3:3])[CH2:6][C:7]([CH3:10])([CH3:9])[S:25]1. Given the reactants [CH2:1]([NH:5][CH2:6][C:7]([CH3:10])([CH3:9])O)[CH:2]([CH3:4])[CH3:3].O=S(Cl)[Cl:13].[Cl:15][C:16]1[CH:21]=[C:20]([Cl:22])[CH:19]=[CH:18][C:17]=1[N:23]=[C:24]=[S:25], predict the reaction product.